From a dataset of Catalyst prediction with 721,799 reactions and 888 catalyst types from USPTO. Predict which catalyst facilitates the given reaction. (1) Reactant: [C:1]1([S:7]([CH2:10][C:11]2[C:16]([C:17]([O:19][C:20]([CH3:23])([CH3:22])[CH3:21])=[O:18])=[C:15]([NH:24][C:25](=[O:28])[CH2:26][OH:27])[C:14](Br)=[CH:13][CH:12]=2)(=[O:9])=[O:8])[CH:6]=[CH:5][CH:4]=[CH:3][CH:2]=1.[CH:30]([C:32]1[O:33][CH:34]=[CH:35][C:36]=1B1OC(C)(C)C(C)(C)O1)=[O:31].C(=O)([O-])[O-].[Cs+].[Cs+]. Product: [C:1]1([S:7]([CH2:10][C:11]2[C:16]([C:17]([O:19][C:20]([CH3:23])([CH3:22])[CH3:21])=[O:18])=[C:15]([NH:24][C:25](=[O:28])[CH2:26][OH:27])[C:14]([C:36]3[CH:35]=[CH:34][O:33][C:32]=3[CH:30]=[O:31])=[CH:13][CH:12]=2)(=[O:9])=[O:8])[CH:6]=[CH:5][CH:4]=[CH:3][CH:2]=1. The catalyst class is: 299. (2) Product: [NH2:38][C:35](=[O:36])[C@@H:10]([N:11]([C:16]([C:18]1[C:19]([NH:28][CH2:29][C:30]2[O:31][CH:32]=[CH:33][CH:34]=2)=[N:20][C:21]([C:24]([CH3:26])([CH3:27])[CH3:25])=[N:22][CH:23]=1)=[O:17])[CH2:12][CH:13]([CH3:14])[CH3:15])[CH2:9][NH:8][C:6](=[O:7])[O:5][C:1]([CH3:3])([CH3:2])[CH3:4]. Reactant: [C:1]([O:5][C:6]([NH:8][CH2:9][C@@H:10]([C:35](O)=[O:36])[N:11]([C:16]([C:18]1[C:19]([NH:28][CH2:29][C:30]2[O:31][CH:32]=[CH:33][CH:34]=2)=[N:20][C:21]([C:24]([CH3:27])([CH3:26])[CH3:25])=[N:22][CH:23]=1)=[O:17])[CH2:12][CH:13]([CH3:15])[CH3:14])=[O:7])([CH3:4])([CH3:3])[CH3:2].[N:38]1(O)C2C=CC=CC=2N=N1.C(N(CC)CC)C.CCN=C=NCCCN(C)C.Cl. The catalyst class is: 825. (3) Reactant: [NH2:1][C:2](=[N:23][OH:24])[C:3]1[CH:8]=[CH:7][N:6]=[C:5]([N:9]2[CH2:14][CH2:13][N:12]([C:15]([O:17][CH2:18][C:19]([CH3:22])([CH3:21])[CH3:20])=[O:16])[CH2:11][CH2:10]2)[CH:4]=1.[C:25](N1C=CN=C1)(N1C=CN=C1)=[S:26].[C:37](#N)C. Product: [CH3:37][S:26][C:25]1[O:24][N:23]=[C:2]([C:3]2[CH:8]=[CH:7][N:6]=[C:5]([N:9]3[CH2:14][CH2:13][N:12]([C:15]([O:17][CH2:18][C:19]([CH3:20])([CH3:21])[CH3:22])=[O:16])[CH2:11][CH2:10]3)[CH:4]=2)[N:1]=1. The catalyst class is: 13.